Dataset: Peptide-MHC class I binding affinity with 185,985 pairs from IEDB/IMGT. Task: Regression. Given a peptide amino acid sequence and an MHC pseudo amino acid sequence, predict their binding affinity value. This is MHC class I binding data. (1) The peptide sequence is FMSRKLHRY. The MHC is HLA-A26:01 with pseudo-sequence HLA-A26:01. The binding affinity (normalized) is 0.0847. (2) The peptide sequence is YLQYGWSYF. The MHC is Mamu-A01 with pseudo-sequence Mamu-A01. The binding affinity (normalized) is 0.0623. (3) The peptide sequence is IMANRAQVL. The MHC is HLA-B27:05 with pseudo-sequence HLA-B27:05. The binding affinity (normalized) is 0.0847. (4) The peptide sequence is KEYALFYKL. The MHC is H-2-Kb with pseudo-sequence H-2-Kb. The binding affinity (normalized) is 0.242.